The task is: Predict the product of the given reaction.. This data is from Forward reaction prediction with 1.9M reactions from USPTO patents (1976-2016). (1) Given the reactants [F:1][C:2]1[CH:12]=[C:11]([N+:13]([O-])=O)[CH:10]=[CH:9][C:3]=1[C:4]([N:6]([CH3:8])[CH3:7])=[O:5], predict the reaction product. The product is: [NH2:13][C:11]1[CH:10]=[CH:9][C:3]([C:4]([N:6]([CH3:8])[CH3:7])=[O:5])=[C:2]([F:1])[CH:12]=1. (2) Given the reactants [CH3:1][C:2]([O:5][C:6]([NH:8][CH2:9][C:10]([OH:12])=O)=[O:7])([CH3:4])[CH3:3].CN1C=CN=C1.Cl.[CH3:20][O:21][C:22]1[CH:27]=[CH:26][C:25]([C:28]2[CH:29]=[N:30][O:31][C:32]=2[C:33]2[CH:38]=[C:37]([O:39][CH3:40])[C:36]([O:41][CH3:42])=[C:35]([O:43][CH3:44])[CH:34]=2)=[CH:24][C:23]=1[NH2:45], predict the reaction product. The product is: [C:2]([O:5][C:6](=[O:7])[NH:8][CH2:9][C:10](=[O:12])[NH:45][C:23]1[CH:24]=[C:25]([C:28]2[CH:29]=[N:30][O:31][C:32]=2[C:33]2[CH:34]=[C:35]([O:43][CH3:44])[C:36]([O:41][CH3:42])=[C:37]([O:39][CH3:40])[CH:38]=2)[CH:26]=[CH:27][C:22]=1[O:21][CH3:20])([CH3:1])([CH3:3])[CH3:4]. (3) Given the reactants [OH-].[K+].[OH:3][C:4]1[CH:5]=[CH:6][C:7]([CH3:10])=[N:8][CH:9]=1.[CH3:11]I.O, predict the reaction product. The product is: [CH3:11][O:3][C:4]1[CH:5]=[CH:6][C:7]([CH3:10])=[N:8][CH:9]=1.